Dataset: Forward reaction prediction with 1.9M reactions from USPTO patents (1976-2016). Task: Predict the product of the given reaction. Given the reactants C1C([N+]([O-])=O)=CC=C([Cl-][C:11]([O-])=[O:12])C=1.[F:14][C:15]([F:26])([F:25])[O:16][C:17]1[CH:24]=[CH:23][C:20]([CH2:21][OH:22])=[CH:19][CH:18]=1.N1C=CC=CC=1.[N+](C1C=CC(NC(=O)[O-])=CC=1)([O-])=O.Cl.[Cl:47][C:48]1[CH:49]=[C:50]([CH2:54][CH2:55][NH:56][C:57]([C:59]2[N:60]=[C:61]([CH2:64][NH2:65])[S:62][CH:63]=2)=[O:58])[CH:51]=[CH:52][CH:53]=1.CCN(C(C)C)C(C)C, predict the reaction product. The product is: [F:14][C:15]([F:25])([F:26])[O:16][C:17]1[CH:24]=[CH:23][C:20]([CH2:21][O:22][C:11](=[O:12])[NH:65][CH2:64][C:61]2[S:62][CH:63]=[C:59]([C:57](=[O:58])[NH:56][CH2:55][CH2:54][C:50]3[CH:51]=[CH:52][CH:53]=[C:48]([Cl:47])[CH:49]=3)[N:60]=2)=[CH:19][CH:18]=1.